Dataset: Catalyst prediction with 721,799 reactions and 888 catalyst types from USPTO. Task: Predict which catalyst facilitates the given reaction. (1) Reactant: [C:1]([C:3]1[CH:8]=[CH:7][C:6]([N:9]2[C:13]([CH2:14][N:15]([CH3:26])[CH2:16][CH2:17][NH:18]C(=O)OC(C)(C)C)=[CH:12][N:11]=[CH:10]2)=[CH:5][CH:4]=1)#[N:2].[F:27][C:28]([F:33])([F:32])[C:29]([OH:31])=[O:30]. Product: [F:27][C:28]([F:33])([F:32])[C:29]([OH:31])=[O:30].[NH2:18][CH2:17][CH2:16][N:15]([CH2:14][C:13]1[N:9]([C:6]2[CH:5]=[CH:4][C:3]([C:1]#[N:2])=[CH:8][CH:7]=2)[CH:10]=[N:11][CH:12]=1)[CH3:26]. The catalyst class is: 4. (2) Reactant: [F:1][C:2]([F:14])([F:13])[C:3]1[N:8]=[C:7]([OH:9])[CH:6]=[CH:5][C:4]=1[N+:10]([O-:12])=[O:11].[Cl:15][C:16]1[CH:21]=[CH:20][CH:19]=[C:18]([Cl:22])[C:17]=1[C:23]1[C:27]([CH2:28]O)=[C:26]([CH:30]([CH3:32])[CH3:31])[O:25][N:24]=1.C1(P(C2C=CC=CC=2)C2C=CC=CC=2)C=CC=CC=1. Product: [Cl:22][C:18]1[CH:19]=[CH:20][CH:21]=[C:16]([Cl:15])[C:17]=1[C:23]1[C:27]([CH2:28][O:9][C:7]2[N:8]=[C:3]([C:2]([F:1])([F:13])[F:14])[C:4]([N+:10]([O-:12])=[O:11])=[CH:5][CH:6]=2)=[C:26]([CH:30]([CH3:32])[CH3:31])[O:25][N:24]=1. The catalyst class is: 48. (3) Reactant: Br[C:2]1[N:6]2[CH2:7][CH2:8][N:9](C(OC(C)(C)C)=O)[CH2:10][C:5]2=[N:4][N:3]=1.[Li]CCCC.CCCCCC.[CH:29](=[O:36])[C:30]1[CH:35]=[CH:34][CH:33]=[CH:32][CH:31]=1. Product: [C:30]1([CH:29]([C:2]2[N:6]3[CH2:7][CH2:8][NH:9][CH2:10][C:5]3=[N:4][N:3]=2)[OH:36])[CH:35]=[CH:34][CH:33]=[CH:32][CH:31]=1. The catalyst class is: 1. (4) Reactant: Cl.[C:2]([CH2:5][N:6]1[CH2:11][CH2:10][C:9]2([CH:16]=[C:15]([C:17]3[CH:22]=[C:21](F)[C:20]([O:24]CC)=[C:19](F)[CH:18]=3)[C:14]3[CH:28]=[CH:29][CH:30]=[CH:31][C:13]=3[O:12]2)[CH2:8][CH2:7]1)([OH:4])=[O:3].C(=O)([O-])O.[Na+].[CH2:37](I)[CH3:38]. Product: [OH:24][C:20]1[CH:21]=[CH:22][C:17]([C:15]2[C:14]3[CH:28]=[CH:29][CH:30]=[CH:31][C:13]=3[O:12][C:9]3([CH2:8][CH2:7][N:6]([CH2:5][C:2]([O:4][CH2:37][CH3:38])=[O:3])[CH2:11][CH2:10]3)[CH:16]=2)=[CH:18][CH:19]=1. The catalyst class is: 42. (5) Reactant: C([BH-](CC)CC)C.[Li+].[C:9]([O:13][C:14]([N:16]1[C@H:21]([C:22](=[O:33])[NH:23][CH2:24][C:25]2[CH:30]=[CH:29][CH:28]=[C:27]([Cl:31])[C:26]=2[F:32])[CH2:20][C@:19]2([CH2:34]OS(C)(=O)=O)[C@H:17]1[CH2:18]2)=[O:15])([CH3:12])([CH3:11])[CH3:10].O. Product: [C:9]([O:13][C:14]([N:16]1[C@H:21]([C:22](=[O:33])[NH:23][CH2:24][C:25]2[CH:30]=[CH:29][CH:28]=[C:27]([Cl:31])[C:26]=2[F:32])[CH2:20][C@:19]2([CH3:34])[C@H:17]1[CH2:18]2)=[O:15])([CH3:12])([CH3:10])[CH3:11]. The catalyst class is: 1. (6) Reactant: [CH3:1][C:2]1[CH:11]=[C:10]([S:12]([C:15]2[CH:20]=[CH:19][CH:18]=[CH:17][CH:16]=2)(=[O:14])=[O:13])[C:9]2[C:4](=[C:5]([N:21]3[CH2:26][CH2:25][NH:24][CH2:23][CH2:22]3)[CH:6]=[CH:7][CH:8]=2)[N:3]=1.[ClH:27]. Product: [ClH:27].[CH3:1][C:2]1[CH:11]=[C:10]([S:12]([C:15]2[CH:20]=[CH:19][CH:18]=[CH:17][CH:16]=2)(=[O:13])=[O:14])[C:9]2[C:4](=[C:5]([N:21]3[CH2:26][CH2:25][NH:24][CH2:23][CH2:22]3)[CH:6]=[CH:7][CH:8]=2)[N:3]=1. The catalyst class is: 158. (7) Reactant: [CH:1]1([C:4](=[O:10])[CH2:5][C:6]([O:8][CH3:9])=[O:7])[CH2:3][CH2:2]1.[CH:11]1([CH:17]=O)[CH2:16][CH2:15][CH2:14][CH2:13][CH2:12]1.N1CCCCC1. Product: [CH:11]1([CH:17]=[C:5]([C:4]([CH:1]2[CH2:3][CH2:2]2)=[O:10])[C:6]([O:8][CH3:9])=[O:7])[CH2:16][CH2:15][CH2:14][CH2:13][CH2:12]1. The catalyst class is: 5.